From a dataset of Full USPTO retrosynthesis dataset with 1.9M reactions from patents (1976-2016). Predict the reactants needed to synthesize the given product. Given the product [O:11]=[C:9]1[NH:8][C:7]2[C:2]([C:20]3[CH:32]=[CH:31][C:23]4[N:24]=[C:25]([NH:27][C:28](=[O:30])[CH3:29])[S:26][C:22]=4[CH:21]=3)=[CH:3][CH:4]=[CH:5][C:6]=2[S:10]1, predict the reactants needed to synthesize it. The reactants are: Br[C:2]1[C:7]2[NH:8][C:9](=[O:11])[S:10][C:6]=2[CH:5]=[CH:4][CH:3]=1.CC1(C)C(C)(C)OB([C:20]2[CH:32]=[CH:31][C:23]3[N:24]=[C:25]([NH:27][C:28](=[O:30])[CH3:29])[S:26][C:22]=3[CH:21]=2)O1.C(=O)([O-])[O-].[Na+].[Na+].